From a dataset of Forward reaction prediction with 1.9M reactions from USPTO patents (1976-2016). Predict the product of the given reaction. (1) The product is: [CH:29]1[C:38]2[C:33](=[CH:34][CH:35]=[CH:36][CH:37]=2)[CH:32]=[CH:31][C:30]=1[CH2:39][C:40]1[O:41][C:42]([CH3:46])=[C:43]([CH3:45])[C:44]=1[C:7]([C:6]1[CH:10]=[C:11]([CH:15]([CH3:17])[CH3:16])[C:12]([O:13][CH3:14])=[C:4]([CH:1]([CH3:2])[CH3:3])[CH:5]=1)=[O:9]. Given the reactants [CH:1]([C:4]1[CH:5]=[C:6]([CH:10]=[C:11]([CH:15]([CH3:17])[CH3:16])[C:12]=1[O:13][CH3:14])[C:7]([OH:9])=O)([CH3:3])[CH3:2].C(Cl)(=O)C(Cl)=O.[Sn](Cl)(Cl)(Cl)Cl.[CH:29]1[C:38]2[C:33](=[CH:34][CH:35]=[CH:36][CH:37]=2)[CH:32]=[CH:31][C:30]=1[CH2:39][C:40]1[O:41][C:42]([CH3:46])=[C:43]([CH3:45])[CH:44]=1, predict the reaction product. (2) The product is: [N:8]1[C:3]2[NH:2][CH:11]=[CH:10][C:4]=2[C:5]([OH:9])=[N:6][CH:7]=1. Given the reactants Cl.[NH2:2][C:3]1[N:8]=[CH:7][N:6]=[C:5]([OH:9])[C:4]=1[CH2:10][CH:11](OCC)OCC, predict the reaction product.